Dataset: Reaction yield outcomes from USPTO patents with 853,638 reactions. Task: Predict the reaction yield, written as a fraction of the theoretical maximum amount of product (1.0 means a 100% yield; for example, 0.34 means a 34% yield). (1) The reactants are [Br:1][C:2]1[CH:7]=[CH:6][C:5]([OH:8])=[C:4]([O:9][CH3:10])[CH:3]=1.[CH3:11][C:12]1([CH3:15])[CH2:14][O:13]1.C(=O)([O-])[O-].[K+].[K+].P([O-])([O-])([O-])=O.[Na+].[Na+].[Na+]. The catalyst is C(#N)C.CCOCC.CCOC(C)=O.O. The product is [Br:1][C:2]1[CH:7]=[CH:6][C:5]([O:8][CH2:11][C:12]([CH3:15])([OH:13])[CH3:14])=[C:4]([O:9][CH3:10])[CH:3]=1. The yield is 0.920. (2) The reactants are [O:1]=[C:2]1[C:7]2[NH:8][C:9]3[CH:10]=[CH:11][CH:12]=[CH:13][C:14]=3[C:6]=2[N:5]=[C:4]([S:15][CH2:16][C:17]([OH:19])=O)[N:3]1[C:20]1[CH:25]=[CH:24][CH:23]=[CH:22][CH:21]=1.[CH2:26]([NH2:32])[CH2:27][CH2:28][CH2:29][CH2:30][CH3:31].C(N(CC)CC)C.CN(C(ON1N=NC2C=CC=NC1=2)=[N+](C)C)C.F[P-](F)(F)(F)(F)F. No catalyst specified. The product is [CH2:26]([NH:32][C:17](=[O:19])[CH2:16][S:15][C:4]1[N:3]([C:20]2[CH:25]=[CH:24][CH:23]=[CH:22][CH:21]=2)[C:2](=[O:1])[C:7]2[NH:8][C:9]3[CH:10]=[CH:11][CH:12]=[CH:13][C:14]=3[C:6]=2[N:5]=1)[CH2:27][CH2:28][CH2:29][CH2:30][CH3:31]. The yield is 0.650. (3) The reactants are [CH3:1][C:2]1[CH:11]=[C:10]2[C:5]([CH:6]=[CH:7][CH:8]=[N+:9]2[O-])=[CH:4][CH:3]=1.P(Cl)(Cl)([Cl:15])=O.C(N(C(C)C)CC)(C)C. The catalyst is C1(C)C=CC=CC=1. The product is [Cl:15][C:8]1[CH:7]=[CH:6][C:5]2[C:10](=[CH:11][C:2]([CH3:1])=[CH:3][CH:4]=2)[N:9]=1. The yield is 0.420.